From a dataset of Forward reaction prediction with 1.9M reactions from USPTO patents (1976-2016). Predict the product of the given reaction. (1) Given the reactants C([O:5][C:6](=[O:37])[C:7]([CH3:36])([S:9][C:10]1[CH:35]=[CH:34][C:13]([C:14]([O:16][CH2:17][C:18]2[N:19]=[N:20][N:21]([CH2:23][C:24]3[CH:29]=[CH:28][C:27]([C:30]([CH3:33])([CH3:32])[CH3:31])=[CH:26][CH:25]=3)[CH:22]=2)=[O:15])=[CH:12][CH:11]=1)[CH3:8])(C)(C)C.Cl, predict the reaction product. The product is: [C:30]([C:27]1[CH:28]=[CH:29][C:24]([CH2:23][N:21]2[CH:22]=[C:18]([CH2:17][O:16][C:14]([C:13]3[CH:12]=[CH:11][C:10]([S:9][C:7]([CH3:36])([CH3:8])[C:6]([OH:37])=[O:5])=[CH:35][CH:34]=3)=[O:15])[N:19]=[N:20]2)=[CH:25][CH:26]=1)([CH3:33])([CH3:31])[CH3:32]. (2) Given the reactants [OH-].[K+].[O:3]1[CH:7]=[CH:6][CH:5]=[C:4]1[C:8]([NH:10][NH2:11])=[O:9].[C:12](=S)=[S:13], predict the reaction product. The product is: [O:3]1[CH:7]=[CH:6][CH:5]=[C:4]1[C:8]1[O:9][C:12]([SH:13])=[N:11][N:10]=1. (3) Given the reactants CCO[C:4]([CH:6]1[C:11](=O)[CH2:10][CH2:9][CH2:8][CH2:7]1)=[O:5].[C:13]1([NH:19][NH2:20])[CH:18]=[CH:17][CH:16]=[CH:15][CH:14]=1, predict the reaction product. The product is: [C:13]1([N:19]2[C:4](=[O:5])[C:6]3[CH2:7][CH2:8][CH2:9][CH2:10][C:11]=3[NH:20]2)[CH:18]=[CH:17][CH:16]=[CH:15][CH:14]=1. (4) Given the reactants Cl[C:2]1[N:7]=[C:6]([NH:8][C:9]2[N:14]=[CH:13][C:12]3[N:15]=[C:16]([CH3:21])[N:17]([CH:18]([CH3:20])[CH3:19])[C:11]=3[CH:10]=2)[CH:5]=[CH:4][N:3]=1.CC1(C)C(C)(C)OB([C:30]2[CH:31]=[N:32][N:33]([CH2:35][CH:36]3[CH2:40][CH2:39][N:38]([C:41]([O:43][C:44]([CH3:47])([CH3:46])[CH3:45])=[O:42])[CH2:37]3)[CH:34]=2)O1.ClCCl.C(=O)([O-])[O-].[Cs+].[Cs+].COCCOC.O, predict the reaction product. The product is: [CH:18]([N:17]1[C:11]2[CH:10]=[C:9]([NH:8][C:6]3[CH:5]=[CH:4][N:3]=[C:2]([C:30]4[CH:31]=[N:32][N:33]([CH2:35][CH:36]5[CH2:40][CH2:39][N:38]([C:41]([O:43][C:44]([CH3:47])([CH3:46])[CH3:45])=[O:42])[CH2:37]5)[CH:34]=4)[N:7]=3)[N:14]=[CH:13][C:12]=2[N:15]=[C:16]1[CH3:21])([CH3:20])[CH3:19]. (5) Given the reactants C([O:5][C:6]([C:8]1[N:9]2[CH:12]([S:13][CH2:14][C:15]=1[S:16][C:17]1[S:18][C:19]([NH2:22])=[N:20][N:21]=1)[C@H:11]([NH:23][C:24](=[O:57])[C:25]([C:31]1[N:32]=[C:33]([NH:37]C(C3C=CC=CC=3)(C3C=CC=CC=3)C3C=CC=CC=3)[S:34][C:35]=1[Cl:36])=[N:26][O:27][CH2:28][CH2:29][F:30])[C:10]2=[O:58])=[O:7])(C)(C)C.C([SiH](CC)CC)C.FC(F)(F)C(O)=O, predict the reaction product. The product is: [NH2:37][C:33]1[S:34][C:35]([Cl:36])=[C:31]([C:25](=[N:26][O:27][CH2:28][CH2:29][F:30])[C:24]([NH:23][C@@H:11]2[C:10](=[O:58])[N:9]3[CH:12]2[S:13][CH2:14][C:15]([S:16][C:17]2[S:18][C:19]([NH2:22])=[N:20][N:21]=2)=[C:8]3[C:6]([OH:7])=[O:5])=[O:57])[N:32]=1. (6) Given the reactants [CH3:1][C:2]1[C:6](B(O)O)=[C:5]([CH3:10])[O:4][N:3]=1.[C:11]([C:13]1([NH:16][C:17]([C@H:19]2[CH2:23][C@H:22]([S:24]([C:27]3[CH:32]=[CH:31][C:30](Br)=[CH:29][C:28]=3[C:34]([F:37])([F:36])[F:35])(=[O:26])=[O:25])[CH2:21][C@@H:20]2[O:38][CH:39]([CH3:41])[CH3:40])=[O:18])[CH2:15][CH2:14]1)#[N:12].C(C1(NC([C@H]2C[C@H](S(C3C=CC(Br)=CC=3C(F)(F)F)(=O)=O)C[C@@H]2OC)=O)CC1)#N, predict the reaction product. The product is: [C:11]([C:13]1([NH:16][C:17]([C@H:19]2[CH2:23][C@H:22]([S:24]([C:27]3[CH:32]=[CH:31][C:30]([C:6]4[C:2]([CH3:1])=[N:3][O:4][C:5]=4[CH3:10])=[CH:29][C:28]=3[C:34]([F:37])([F:35])[F:36])(=[O:26])=[O:25])[CH2:21][C@@H:20]2[O:38][CH:39]([CH3:41])[CH3:40])=[O:18])[CH2:15][CH2:14]1)#[N:12]. (7) The product is: [F:29][C:26]1[CH:27]=[CH:28][C:23]([CH2:22][N:18]2[C@@H:19]([CH3:21])[CH2:20][N:15]([C:13](=[O:14])[CH2:12][O:1][C:2]3[C:3]([CH:9]=[O:10])=[N:4][C:5]([CH3:8])=[CH:6][CH:7]=3)[C@H:16]([CH3:30])[CH2:17]2)=[CH:24][CH:25]=1. Given the reactants [OH:1][C:2]1[C:3]([CH:9]=[O:10])=[N:4][C:5]([CH3:8])=[CH:6][CH:7]=1.Cl[CH2:12][C:13]([N:15]1[CH2:20][C@H:19]([CH3:21])[N:18]([CH2:22][C:23]2[CH:28]=[CH:27][C:26]([F:29])=[CH:25][CH:24]=2)[CH2:17][C@H:16]1[CH3:30])=[O:14].C(=O)([O-])[O-].[K+].[K+].[I-].[K+], predict the reaction product. (8) Given the reactants C[O:2][C:3](=[O:32])[CH2:4][O:5][C:6]1[CH:14]=[C:13]2[CH:15]=[CH:16][CH:17]=[CH:18][C:12]2=[C:11]2[C:7]=1[C:8]([C:27](=[O:31])[C:28]([NH2:30])=[O:29])=[C:9]([CH3:26])[N:10]2[CH2:19][CH:20]1[CH2:25][CH2:24][CH2:23][CH2:22][CH2:21]1.[OH-].[Li+].Cl, predict the reaction product. The product is: [NH2:30][C:28](=[O:29])[C:27]([C:8]1[C:7]2[C:11](=[C:12]3[CH:18]=[CH:17][CH:16]=[CH:15][C:13]3=[CH:14][C:6]=2[O:5][CH2:4][C:3]([OH:32])=[O:2])[N:10]([CH2:19][CH:20]2[CH2:25][CH2:24][CH2:23][CH2:22][CH2:21]2)[C:9]=1[CH3:26])=[O:31]. (9) Given the reactants [F:1][C:2]1[CH:3]=[C:4]([C:8]2[CH:16]=[CH:15][CH:14]=[C:13]3[C:9]=2[CH:10]=[CH:11][NH:12]3)[CH:5]=[CH:6][CH:7]=1.[Br-].[Br-].[Br-].[NH+]1C=CC=CC=1.[NH+]1C=CC=CC=1.[NH+]1C=CC=CC=1.C(O)(=[O:40])C, predict the reaction product. The product is: [F:1][C:2]1[CH:3]=[C:4]([C:8]2[CH:16]=[CH:15][CH:14]=[C:13]3[C:9]=2[CH2:10][C:11](=[O:40])[NH:12]3)[CH:5]=[CH:6][CH:7]=1.